From a dataset of Reaction yield outcomes from USPTO patents with 853,638 reactions. Predict the reaction yield, written as a fraction of the theoretical maximum amount of product (1.0 means a 100% yield; for example, 0.34 means a 34% yield). (1) The reactants are [C:1]1([C:7]2[N:11]3[N:12]=[C:13](Br)[CH:14]=[C:15]([O:16][CH3:17])[C:10]3=[N:9][C:8]=2[C:19]2[CH:24]=[CH:23][C:22]([C:25]3([NH:29][C:30](=[O:36])[O:31][C:32]([CH3:35])([CH3:34])[CH3:33])[CH2:28][CH2:27][CH2:26]3)=[CH:21][CH:20]=2)[CH:6]=[CH:5][CH:4]=[CH:3][CH:2]=1.C([O-])([O-])=O.[K+].[K+].O.CO[CH2:46][CH2:47]OC. The catalyst is C1C=CC([P]([Pd]([P](C2C=CC=CC=2)(C2C=CC=CC=2)C2C=CC=CC=2)([P](C2C=CC=CC=2)(C2C=CC=CC=2)C2C=CC=CC=2)[P](C2C=CC=CC=2)(C2C=CC=CC=2)C2C=CC=CC=2)(C2C=CC=CC=2)C2C=CC=CC=2)=CC=1. The product is [CH3:17][O:16][C:15]1[C:10]2[N:11]([C:7]([C:1]3[CH:6]=[CH:5][CH:4]=[CH:3][CH:2]=3)=[C:8]([C:19]3[CH:24]=[CH:23][C:22]([C:25]4([NH:29][C:30](=[O:36])[O:31][C:32]([CH3:33])([CH3:34])[CH3:35])[CH2:26][CH2:27][CH2:28]4)=[CH:21][CH:20]=3)[N:9]=2)[N:12]=[C:13]([CH:46]=[CH2:47])[CH:14]=1. The yield is 0.920. (2) The reactants are [C@@H:1]1([N:10]2[CH:17]=[CH:16][C:14](=[O:15])[NH:13][C:11]2=[O:12])[O:9][C@H:6]([CH2:7][OH:8])[C@@H:4]([OH:5])[C@H:2]1[OH:3].Cl[Si:19]([CH:32]([CH3:34])[CH3:33])([CH:29]([CH3:31])[CH3:30])[O:20][Si:21](Cl)([CH:25]([CH3:27])[CH3:26])[CH:22]([CH3:24])[CH3:23]. The catalyst is N1C=CC=CC=1. The product is [OH:3][C@@H:2]1[C@@H:4]2[O:5][Si:19]([CH:29]([CH3:31])[CH3:30])([CH:32]([CH3:34])[CH3:33])[O:20][Si:21]([CH:25]([CH3:27])[CH3:26])([CH:22]([CH3:23])[CH3:24])[O:8][CH2:7][C@H:6]2[O:9][C@H:1]1[N:10]1[CH:17]=[CH:16][C:14](=[O:15])[NH:13][C:11]1=[O:12]. The yield is 0.760. (3) The reactants are [CH:1]1([C:5]2[C:13](I)=[CH:12][C:8]([C:9]([OH:11])=[O:10])=[C:7]([CH3:15])[CH:6]=2)[CH2:4][CH2:3][CH2:2]1.[O:16]1CCC[CH2:17]1.C([Li])CCC.CN(C)C=O. The catalyst is CCOCC. The product is [CH:1]1([C:5]2[C:13]([CH:17]=[O:16])=[CH:12][C:8]([C:9]([OH:11])=[O:10])=[C:7]([CH3:15])[CH:6]=2)[CH2:4][CH2:3][CH2:2]1. The yield is 0.410. (4) The reactants are [CH3:1][N:2]1[C:6]2[CH:7]=[CH:8][CH:9]=[CH:10][C:5]=2[N:4]=[C:3]1[NH2:11].[C:12](N1C=CN=C1)([N:14]1[CH:18]=[CH:17][N:16]=[CH:15]1)=[S:13]. The catalyst is C(#N)C. The product is [CH3:1][N:2]1[C:6]2[CH:7]=[CH:8][CH:9]=[CH:10][C:5]=2[N:4]=[C:3]1[NH:11][C:12]([N:14]1[CH:18]=[CH:17][N:16]=[CH:15]1)=[S:13]. The yield is 0.715. (5) The reactants are C[O:2][C:3]1[C:8]([NH:9][C:10]2[N:18]=[C:17]3[C:13]([NH:14][C:15](=[O:32])[N:16]3[C@@H:19]3[CH2:24][CH2:23][CH2:22][N:21](C(OC(C)(C)C)=O)[CH2:20]3)=[CH:12][N:11]=2)=[CH:7][CH:6]=[CH:5][N:4]=1.[ClH:33]. The catalyst is CO.O1CCOCC1. The product is [ClH:33].[O:2]=[C:3]1[C:8]([NH:9][C:10]2[N:18]=[C:17]3[C:13]([NH:14][C:15](=[O:32])[N:16]3[C@@H:19]3[CH2:24][CH2:23][CH2:22][NH:21][CH2:20]3)=[CH:12][N:11]=2)=[CH:7][CH:6]=[CH:5][NH:4]1. The yield is 0.990. (6) The reactants are [NH2:1][C:2]1[C:3]([C:9]([NH:11][NH2:12])=O)=[N:4][C:5]([Br:8])=[CH:6][N:7]=1.Cl.Cl.[NH2:15][C:16]1[CH:17]=[C:18]([CH:22]=[CH:23][CH:24]=1)[C:19](N)=[NH:20].CC[O-].[Na+].O. The catalyst is CN(C=O)C. The product is [NH2:15][C:16]1[CH:17]=[C:18]([C:19]2[NH:20][C:9]([C:3]3[C:2]([NH2:1])=[N:7][CH:6]=[C:5]([Br:8])[N:4]=3)=[N:11][N:12]=2)[CH:22]=[CH:23][CH:24]=1. The yield is 1.00.